Dataset: Full USPTO retrosynthesis dataset with 1.9M reactions from patents (1976-2016). Task: Predict the reactants needed to synthesize the given product. (1) The reactants are: C(OC([N:8]=[S:9]([CH2:12][C:13]([O:15][CH2:16][CH3:17])=[O:14])([CH3:11])=[O:10])=O)(C)(C)C.FC(F)(F)C(O)=O. Given the product [CH2:16]([O:15][C:13](=[O:14])[CH2:12][S:9]([CH3:11])(=[NH:8])=[O:10])[CH3:17], predict the reactants needed to synthesize it. (2) Given the product [C:19]([C:16]1[CH:17]=[CH:18][C:13]([C:5]2[CH:6]=[C:7]([C:9]([F:12])([F:11])[F:10])[CH:8]=[C:3]([CH2:2][O:21][CH2:22][C:23]3([C:36]4[CH:37]=[CH:38][N:39]=[CH:40][CH:41]=4)[CH2:24][CH2:25][N:26]([C:29]([O:31][C:32]([CH3:34])([CH3:35])[CH3:33])=[O:30])[CH2:27][CH2:28]3)[CH:4]=2)=[CH:14][CH:15]=1)#[N:20], predict the reactants needed to synthesize it. The reactants are: Br[CH2:2][C:3]1[CH:4]=[C:5]([C:13]2[CH:18]=[CH:17][C:16]([C:19]#[N:20])=[CH:15][CH:14]=2)[CH:6]=[C:7]([C:9]([F:12])([F:11])[F:10])[CH:8]=1.[OH:21][CH2:22][C:23]1([C:36]2[CH:41]=[CH:40][N:39]=[CH:38][CH:37]=2)[CH2:28][CH2:27][N:26]([C:29]([O:31][C:32]([CH3:35])([CH3:34])[CH3:33])=[O:30])[CH2:25][CH2:24]1.CC(C)([O-])C.[K+]. (3) Given the product [Cl:19][C:17]1[CH:16]=[CH:15][C:14]([NH:20][C:21](=[O:23])[CH3:22])=[C:13]([C:10]2[CH:11]=[CH:12][C:7]([N:6]3[C:5]4[C:24]([Cl:28])=[CH:25][CH:26]=[CH:27][C:4]=4[N:3]([CH2:13][C:10]4[CH:11]=[CH:12][CH:7]=[C:8]5[C:9]=4[CH:29]=[CH:30][NH:31]5)[C:2]3=[NH:1])=[CH:8][CH:9]=2)[CH:18]=1, predict the reactants needed to synthesize it. The reactants are: [NH2:1][C:2]1[N:6]([C:7]2[CH:12]=[CH:11][C:10]([C:13]3[CH:18]=[C:17]([Cl:19])[CH:16]=[CH:15][C:14]=3[NH:20][C:21](=[O:23])[CH3:22])=[CH:9][CH:8]=2)[C:5]2[C:24]([Cl:28])=[CH:25][CH:26]=[CH:27][C:4]=2[N:3]=1.[CH3:29][C:30]#[N:31]. (4) Given the product [ClH:32].[CH3:1][O:2][C:3]1[CH:4]=[C:5]2[C:10](=[CH:11][C:12]=1[O:13][CH3:14])[CH:9]([NH:15][C:16]1[CH:21]=[C:20]([N:22]3[CH2:23][CH2:24][NH:25][CH2:26][CH2:27]3)[CH:19]=[CH:18][C:17]=1[S:28]([CH3:31])(=[O:30])=[O:29])[CH2:8][CH2:7][CH2:6]2, predict the reactants needed to synthesize it. The reactants are: [CH3:1][O:2][C:3]1[CH:4]=[C:5]2[C:10](=[CH:11][C:12]=1[O:13][CH3:14])[CH:9]([NH:15][C:16]1[CH:21]=[C:20]([N:22]3[CH2:27][CH2:26][NH:25][CH2:24][CH2:23]3)[CH:19]=[CH:18][C:17]=1[S:28]([CH3:31])(=[O:30])=[O:29])[CH2:8][CH2:7][CH2:6]2.[ClH:32]. (5) The reactants are: [C:1]([N:8]1[CH2:13][CH2:12][NH:11][CH2:10][CH2:9]1)([O:3][C:4]([CH3:7])([CH3:6])[CH3:5])=[O:2].C(N(CC)CC)C.[Cl:21][CH2:22][CH2:23][CH2:24][S:25](Cl)(=[O:27])=[O:26]. Given the product [C:4]([O:3][C:1]([N:8]1[CH2:9][CH2:10][N:11]([S:25]([CH2:24][CH2:23][CH2:22][Cl:21])(=[O:27])=[O:26])[CH2:12][CH2:13]1)=[O:2])([CH3:7])([CH3:6])[CH3:5], predict the reactants needed to synthesize it. (6) Given the product [CH3:1][O:2][C:3]([C:5]1[CH:6]2[N:12]([C:18]3[C:19]4[C:24](=[CH:23][CH:22]=[CH:21][CH:20]=4)[C:15]([C:13]#[N:14])=[CH:16][CH:17]=3)[CH:9]([CH2:10][CH:11]=1)[CH2:8][CH2:7]2)=[O:4], predict the reactants needed to synthesize it. The reactants are: [CH3:1][O:2][C:3]([C:5]1[CH:6]2[NH:12][CH:9]([CH2:10][CH:11]=1)[CH2:8][CH2:7]2)=[O:4].[C:13]([C:15]1[C:24]2[C:19](=[CH:20][CH:21]=[CH:22][CH:23]=2)[C:18](F)=[CH:17][CH:16]=1)#[N:14].